Dataset: Catalyst prediction with 721,799 reactions and 888 catalyst types from USPTO. Task: Predict which catalyst facilitates the given reaction. (1) Reactant: [Cl:1][C:2]1[N:7]=[CH:6][C:5]2[N:8]=[CH:9][N:10]([C:11]3[S:15][C:14]([C:16]([O:18]C)=O)=[C:13]([O:20][CH2:21][C:22]4[CH:27]=[CH:26][CH:25]=[CH:24][C:23]=4[C:28]([F:31])([F:30])[F:29])[CH:12]=3)[C:4]=2[CH:3]=1.[NH3:32]. Product: [Cl:1][C:2]1[N:7]=[CH:6][C:5]2[N:8]=[CH:9][N:10]([C:11]3[S:15][C:14]([C:16]([NH2:32])=[O:18])=[C:13]([O:20][CH2:21][C:22]4[CH:27]=[CH:26][CH:25]=[CH:24][C:23]=4[C:28]([F:30])([F:31])[F:29])[CH:12]=3)[C:4]=2[CH:3]=1. The catalyst class is: 5. (2) The catalyst class is: 151. Product: [C:1]([O:5][C:6]([NH:8][C@H:9]([C:25]([O:27][CH:28]([CH3:30])[CH3:29])=[O:26])[CH2:10][C:11]1[CH:16]=[CH:15][C:14]([B:31]2[O:35][C:34]([CH3:37])([CH3:36])[C:33]([CH3:39])([CH3:38])[O:32]2)=[CH:13][CH:12]=1)=[O:7])([CH3:4])([CH3:3])[CH3:2]. Reactant: [C:1]([O:5][C:6]([NH:8][C@H:9]([C:25]([O:27][CH:28]([CH3:30])[CH3:29])=[O:26])[CH2:10][C:11]1[CH:16]=[CH:15][C:14](OS(C(F)(F)F)(=O)=O)=[CH:13][CH:12]=1)=[O:7])([CH3:4])([CH3:3])[CH3:2].[B:31]1([B:31]2[O:35][C:34]([CH3:37])([CH3:36])[C:33]([CH3:39])([CH3:38])[O:32]2)[O:35][C:34]([CH3:37])([CH3:36])[C:33]([CH3:39])([CH3:38])[O:32]1.C([O-])(=O)C.[K+].